Dataset: Catalyst prediction with 721,799 reactions and 888 catalyst types from USPTO. Task: Predict which catalyst facilitates the given reaction. (1) Reactant: [O:1]1[C:5]2[CH:6]=[CH:7][CH:8]=[CH:9][C:4]=2[N:3]=[C:2]1[C:10]1[CH:11]=[CH:12][C:13]([O:18]C)=[C:14]([CH:17]=1)[C:15]#[N:16].B(Br)(Br)Br.CCOC(C)=O.O. Product: [O:1]1[C:5]2[CH:6]=[CH:7][CH:8]=[CH:9][C:4]=2[N:3]=[C:2]1[C:10]1[CH:11]=[CH:12][C:13]([OH:18])=[C:14]([CH:17]=1)[C:15]#[N:16]. The catalyst class is: 2. (2) Reactant: [NH2:1][C:2]1[C:7]([N+:8]([O-])=O)=[CH:6][N:5]=[C:4]([N:11]2[CH2:16][CH2:15][O:14][C@@H:13]([C:17]([N:19]3[CH2:23][CH2:22][CH2:21][CH2:20]3)=[O:18])[CH2:12]2)[N:3]=1.[H][H]. Product: [NH2:1][C:2]1[C:7]([NH2:8])=[CH:6][N:5]=[C:4]([N:11]2[CH2:16][CH2:15][O:14][C@@H:13]([C:17]([N:19]3[CH2:23][CH2:22][CH2:21][CH2:20]3)=[O:18])[CH2:12]2)[N:3]=1. The catalyst class is: 29. (3) Reactant: C1O[C:5]([OH:9])([CH2:7][OH:8])[CH2:4][O:3][C:2]1([OH:12])CO.[CH:13](N(C(C)C)CC)(C)C.[CH3:22][O:23][CH2:24]Cl. Product: [CH3:22][O:23][CH2:24][O:8][CH2:7][C:5](=[O:9])[CH2:4][O:3][CH2:2][O:12][CH3:13]. The catalyst class is: 4. (4) Reactant: [C:1]([Si:5]([C:14]#[C:15][B-:16]([C:47]#[C:48][Si:49]([C:58]([CH3:61])([CH3:60])[CH3:59])([C:54]([CH3:57])([CH3:56])[CH3:55])[C:50]([CH3:53])([CH3:52])[CH3:51])([C:32]#[C:33][Si:34]([C:43]([CH3:46])([CH3:45])[CH3:44])([C:39]([CH3:42])([CH3:41])[CH3:40])[C:35]([CH3:38])([CH3:37])[CH3:36])[C:17]#[C:18][Si:19]([C:28]([CH3:31])([CH3:30])[CH3:29])([C:24]([CH3:27])([CH3:26])[CH3:25])[C:20]([CH3:23])([CH3:22])[CH3:21])([C:10]([CH3:13])([CH3:12])[CH3:11])[C:6]([CH3:9])([CH3:8])[CH3:7])([CH3:4])([CH3:3])[CH3:2].[Li+].[Cl-].[CH3:64][NH+:65]([C:67]1[CH:72]=[CH:71][CH:70]=[CH:69][CH:68]=1)[CH3:66]. Product: [C:54]([Si:49]([C:48]#[C:47][B-:16]([C:15]#[C:14][Si:5]([C:1]([CH3:4])([CH3:3])[CH3:2])([C:6]([CH3:9])([CH3:8])[CH3:7])[C:10]([CH3:13])([CH3:12])[CH3:11])([C:17]#[C:18][Si:19]([C:20]([CH3:23])([CH3:22])[CH3:21])([C:24]([CH3:27])([CH3:26])[CH3:25])[C:28]([CH3:31])([CH3:30])[CH3:29])[C:32]#[C:33][Si:34]([C:43]([CH3:46])([CH3:45])[CH3:44])([C:39]([CH3:41])([CH3:40])[CH3:42])[C:35]([CH3:36])([CH3:37])[CH3:38])([C:50]([CH3:53])([CH3:52])[CH3:51])[C:58]([CH3:61])([CH3:60])[CH3:59])([CH3:55])([CH3:56])[CH3:57].[CH3:64][NH+:65]([C:67]1[CH:72]=[CH:71][CH:70]=[CH:69][CH:68]=1)[CH3:66]. The catalyst class is: 11. (5) Reactant: [Br:1][C:2]1[CH:7]=[CH:6][CH:5]=[C:4]([Br:8])[C:3]=1[CH2:9]Br.[C:11]([O-:14])(=[O:13])[CH3:12].[Na+]. Product: [Br:8][C:4]1[CH:5]=[CH:6][CH:7]=[C:2]([Br:1])[C:3]=1[CH2:9][O:14][C:11](=[O:13])[CH3:12]. The catalyst class is: 3. (6) Reactant: [C:1]([O:5][CH3:6])(=[O:4])[CH2:2][OH:3].C[Si]([N-][Si](C)(C)C)(C)C.[Li+].[CH:17]1([NH:20][C:21]([C:23]2[S:36][C:26]3=[N:27][C:28](S(C)=O)=[C:29]([Cl:32])[C:30]([CH3:31])=[C:25]3[C:24]=2[NH2:37])=[O:22])[CH2:19][CH2:18]1. Product: [CH3:6][O:5][C:1](=[O:4])[CH2:2][O:3][C:28]1[N:27]=[C:26]2[S:36][C:23]([C:21](=[O:22])[NH:20][CH:17]3[CH2:18][CH2:19]3)=[C:24]([NH2:37])[C:25]2=[C:30]([CH3:31])[C:29]=1[Cl:32]. The catalyst class is: 1. (7) Reactant: [F:1][C:2]1[CH:10]=[CH:9][CH:8]=[C:7]2[C:3]=1[CH2:4][CH2:5][N:6]2[C:11]([O:13][C:14]([CH3:17])([CH3:16])[CH3:15])=[O:12].C1C(=O)N([Br:25])C(=O)C1.C(=O)(O)[O-].[Na+]. Product: [Br:25][C:10]1[C:2]([F:1])=[C:3]2[C:7](=[CH:8][CH:9]=1)[N:6]([C:11]([O:13][C:14]([CH3:17])([CH3:16])[CH3:15])=[O:12])[CH2:5][CH2:4]2. The catalyst class is: 4. (8) Reactant: [N+:1]([C:4]1[CH:5]=[CH:6][C:7]([NH2:10])=[N:8][CH:9]=1)([O-:3])=[O:2].[Br:11][CH2:12][C:13]([C:15]1[CH:20]=[CH:19][C:18]([Cl:21])=[CH:17][CH:16]=1)=O. Product: [BrH:11].[Cl:21][C:18]1[CH:19]=[CH:20][C:15]([C:13]2[N:10]=[C:7]3[CH:6]=[CH:5][C:4]([N+:1]([O-:3])=[O:2])=[CH:9][N:8]3[CH:12]=2)=[CH:16][CH:17]=1. The catalyst class is: 8. (9) Reactant: [CH3:1][N:2]([CH2:8][C:9]1[CH:14]=[CH:13][C:12]([N+:15]([O-:17])=[O:16])=[CH:11][C:10]=1[C:18]([F:21])([F:20])[F:19])[CH2:3][CH:4]([OH:7])[CH2:5][OH:6].CO[C:24]([CH3:26])=[CH2:25].CC1C=CC(S(O)(=O)=O)=CC=1.C([O-])(O)=O.[Na+]. Product: [CH3:25][C:24]1([CH3:26])[O:7][CH:4]([CH2:3][N:2]([CH3:1])[CH2:8][C:9]2[CH:14]=[CH:13][C:12]([N+:15]([O-:17])=[O:16])=[CH:11][C:10]=2[C:18]([F:19])([F:20])[F:21])[CH2:5][O:6]1. The catalyst class is: 2. (10) Reactant: [Si:1]([O:8][CH:9]1[CH2:14][CH2:13][CH:12]([CH2:15][C@H:16]([NH:20][C:21](=[O:27])[O:22][C:23]([CH3:26])([CH3:25])[CH3:24])[CH2:17][NH:18][CH3:19])[CH2:11][CH2:10]1)([C:4]([CH3:7])([CH3:6])[CH3:5])([CH3:3])[CH3:2].CCN(CC)CC.Cl[C:36]([O:38][CH2:39][C:40]1[CH:45]=[CH:44][CH:43]=[CH:42][CH:41]=1)=[O:37].O. Product: [Si:1]([O:8][CH:9]1[CH2:10][CH2:11][CH:12]([CH2:15][C@H:16]([NH:20][C:21](=[O:27])[O:22][C:23]([CH3:26])([CH3:25])[CH3:24])[CH2:17][N:18]([C:36]([O:38][CH2:39][C:40]2[CH:45]=[CH:44][CH:43]=[CH:42][CH:41]=2)=[O:37])[CH3:19])[CH2:13][CH2:14]1)([C:4]([CH3:6])([CH3:7])[CH3:5])([CH3:3])[CH3:2]. The catalyst class is: 2.